This data is from Reaction yield outcomes from USPTO patents with 853,638 reactions. The task is: Predict the reaction yield, written as a fraction of the theoretical maximum amount of product (1.0 means a 100% yield; for example, 0.34 means a 34% yield). The reactants are [CH2:1]([O:3][C:4](=[O:24])[CH2:5][C@@H:6]([NH:13][C:14]1[C:19]([NH2:20])=[CH:18][N:17]=[C:16]([CH:21]2[CH2:23][CH2:22]2)[N:15]=1)[C:7]1[CH:12]=[CH:11][CH:10]=[CH:9][CH:8]=1)[CH3:2].C1N=CN([C:30](N2C=NC=C2)=[O:31])C=1. The catalyst is C1COCC1.C(OCC)(=O)C. The product is [CH2:1]([O:3][C:4](=[O:24])[CH2:5][C@@H:6]([N:13]1[C:30](=[O:31])[NH:20][C:19]2[C:14]1=[N:15][C:16]([CH:21]1[CH2:22][CH2:23]1)=[N:17][CH:18]=2)[C:7]1[CH:8]=[CH:9][CH:10]=[CH:11][CH:12]=1)[CH3:2]. The yield is 0.450.